From a dataset of NCI-60 drug combinations with 297,098 pairs across 59 cell lines. Regression. Given two drug SMILES strings and cell line genomic features, predict the synergy score measuring deviation from expected non-interaction effect. (1) Drug 1: CCCS(=O)(=O)NC1=C(C(=C(C=C1)F)C(=O)C2=CNC3=C2C=C(C=N3)C4=CC=C(C=C4)Cl)F. Drug 2: CN1C(=O)N2C=NC(=C2N=N1)C(=O)N. Cell line: SNB-19. Synergy scores: CSS=-5.12, Synergy_ZIP=2.88, Synergy_Bliss=-0.725, Synergy_Loewe=-3.30, Synergy_HSA=-4.01. (2) Drug 1: CC1=C(C(CCC1)(C)C)C=CC(=CC=CC(=CC(=O)O)C)C. Drug 2: C1CC(C1)(C(=O)O)C(=O)O.[NH2-].[NH2-].[Pt+2]. Cell line: DU-145. Synergy scores: CSS=13.6, Synergy_ZIP=-4.60, Synergy_Bliss=-1.62, Synergy_Loewe=-4.97, Synergy_HSA=-4.33. (3) Drug 1: CCCS(=O)(=O)NC1=C(C(=C(C=C1)F)C(=O)C2=CNC3=C2C=C(C=N3)C4=CC=C(C=C4)Cl)F. Drug 2: CC1CCC2CC(C(=CC=CC=CC(CC(C(=O)C(C(C(=CC(C(=O)CC(OC(=O)C3CCCCN3C(=O)C(=O)C1(O2)O)C(C)CC4CCC(C(C4)OC)O)C)C)O)OC)C)C)C)OC. Cell line: UO-31. Synergy scores: CSS=47.5, Synergy_ZIP=8.99, Synergy_Bliss=11.5, Synergy_Loewe=6.27, Synergy_HSA=14.1. (4) Drug 2: CC(C)CN1C=NC2=C1C3=CC=CC=C3N=C2N. Drug 1: CNC(=O)C1=NC=CC(=C1)OC2=CC=C(C=C2)NC(=O)NC3=CC(=C(C=C3)Cl)C(F)(F)F. Synergy scores: CSS=3.06, Synergy_ZIP=-3.12, Synergy_Bliss=-3.61, Synergy_Loewe=-0.863, Synergy_HSA=-0.856. Cell line: T-47D. (5) Drug 1: CC1=C2C(C(=O)C3(C(CC4C(C3C(C(C2(C)C)(CC1OC(=O)C(C(C5=CC=CC=C5)NC(=O)OC(C)(C)C)O)O)OC(=O)C6=CC=CC=C6)(CO4)OC(=O)C)OC)C)OC. Drug 2: C1=NC2=C(N1)C(=S)N=C(N2)N. Cell line: ACHN. Synergy scores: CSS=56.9, Synergy_ZIP=-6.93, Synergy_Bliss=-7.95, Synergy_Loewe=-2.55, Synergy_HSA=-1.37. (6) Drug 1: CCC1=C2CN3C(=CC4=C(C3=O)COC(=O)C4(CC)O)C2=NC5=C1C=C(C=C5)O. Drug 2: C1=NNC2=C1C(=O)NC=N2. Cell line: MALME-3M. Synergy scores: CSS=5.49, Synergy_ZIP=-4.90, Synergy_Bliss=-0.180, Synergy_Loewe=-13.8, Synergy_HSA=-0.208. (7) Drug 1: CCC1=C2CN3C(=CC4=C(C3=O)COC(=O)C4(CC)O)C2=NC5=C1C=C(C=C5)O. Drug 2: CC12CCC3C(C1CCC2O)C(CC4=C3C=CC(=C4)O)CCCCCCCCCS(=O)CCCC(C(F)(F)F)(F)F. Cell line: SR. Synergy scores: CSS=67.4, Synergy_ZIP=-0.832, Synergy_Bliss=-1.27, Synergy_Loewe=-10.0, Synergy_HSA=-0.821. (8) Drug 1: C1CCC(C1)C(CC#N)N2C=C(C=N2)C3=C4C=CNC4=NC=N3. Drug 2: CC1CCC2CC(C(=CC=CC=CC(CC(C(=O)C(C(C(=CC(C(=O)CC(OC(=O)C3CCCCN3C(=O)C(=O)C1(O2)O)C(C)CC4CCC(C(C4)OC)O)C)C)O)OC)C)C)C)OC. Cell line: LOX IMVI. Synergy scores: CSS=27.9, Synergy_ZIP=1.11, Synergy_Bliss=5.02, Synergy_Loewe=7.62, Synergy_HSA=8.15. (9) Drug 1: CS(=O)(=O)CCNCC1=CC=C(O1)C2=CC3=C(C=C2)N=CN=C3NC4=CC(=C(C=C4)OCC5=CC(=CC=C5)F)Cl. Drug 2: C1=NNC2=C1C(=O)NC=N2. Cell line: K-562. Synergy scores: CSS=-0.621, Synergy_ZIP=0.887, Synergy_Bliss=-5.72, Synergy_Loewe=-15.8, Synergy_HSA=-14.4.